From a dataset of NCI-60 drug combinations with 297,098 pairs across 59 cell lines. Regression. Given two drug SMILES strings and cell line genomic features, predict the synergy score measuring deviation from expected non-interaction effect. (1) Drug 1: CC1=C2C(C(=O)C3(C(CC4C(C3C(C(C2(C)C)(CC1OC(=O)C(C(C5=CC=CC=C5)NC(=O)OC(C)(C)C)O)O)OC(=O)C6=CC=CC=C6)(CO4)OC(=O)C)O)C)O. Drug 2: CC1=C(N=C(N=C1N)C(CC(=O)N)NCC(C(=O)N)N)C(=O)NC(C(C2=CN=CN2)OC3C(C(C(C(O3)CO)O)O)OC4C(C(C(C(O4)CO)O)OC(=O)N)O)C(=O)NC(C)C(C(C)C(=O)NC(C(C)O)C(=O)NCCC5=NC(=CS5)C6=NC(=CS6)C(=O)NCCC[S+](C)C)O. Cell line: CCRF-CEM. Synergy scores: CSS=18.7, Synergy_ZIP=6.86, Synergy_Bliss=13.2, Synergy_Loewe=7.26, Synergy_HSA=8.50. (2) Drug 1: COC1=C(C=C2C(=C1)N=CN=C2NC3=CC(=C(C=C3)F)Cl)OCCCN4CCOCC4. Drug 2: COC1=NC(=NC2=C1N=CN2C3C(C(C(O3)CO)O)O)N. Cell line: SF-539. Synergy scores: CSS=8.20, Synergy_ZIP=-1.68, Synergy_Bliss=2.32, Synergy_Loewe=-0.00530, Synergy_HSA=2.89. (3) Drug 1: CS(=O)(=O)C1=CC(=C(C=C1)C(=O)NC2=CC(=C(C=C2)Cl)C3=CC=CC=N3)Cl. Drug 2: CC12CCC(CC1=CCC3C2CCC4(C3CC=C4C5=CN=CC=C5)C)O. Cell line: OVCAR3. Synergy scores: CSS=10.6, Synergy_ZIP=-3.70, Synergy_Bliss=4.21, Synergy_Loewe=0.0774, Synergy_HSA=2.83. (4) Cell line: OVCAR-5. Synergy scores: CSS=22.4, Synergy_ZIP=-10.1, Synergy_Bliss=-5.52, Synergy_Loewe=-4.07, Synergy_HSA=-2.76. Drug 1: C1=CN(C=N1)CC(O)(P(=O)(O)O)P(=O)(O)O. Drug 2: C1=NC2=C(N1)C(=S)N=CN2. (5) Drug 1: CC1C(C(CC(O1)OC2CC(CC3=C2C(=C4C(=C3O)C(=O)C5=C(C4=O)C(=CC=C5)OC)O)(C(=O)C)O)N)O.Cl. Drug 2: C1=CC(=CC=C1CC(C(=O)O)N)N(CCCl)CCCl.Cl. Cell line: HOP-62. Synergy scores: CSS=47.9, Synergy_ZIP=3.21, Synergy_Bliss=9.04, Synergy_Loewe=-16.0, Synergy_HSA=6.96. (6) Drug 1: C(CN)CNCCSP(=O)(O)O. Drug 2: CC1CCCC2(C(O2)CC(NC(=O)CC(C(C(=O)C(C1O)C)(C)C)O)C(=CC3=CSC(=N3)C)C)C. Cell line: NCI-H522. Synergy scores: CSS=42.1, Synergy_ZIP=2.16, Synergy_Bliss=-0.545, Synergy_Loewe=-27.4, Synergy_HSA=-0.510. (7) Drug 1: C1CCC(C1)C(CC#N)N2C=C(C=N2)C3=C4C=CNC4=NC=N3. Drug 2: COC1=C(C=C2C(=C1)N=CN=C2NC3=CC(=C(C=C3)F)Cl)OCCCN4CCOCC4. Cell line: UACC-257. Synergy scores: CSS=29.9, Synergy_ZIP=15.1, Synergy_Bliss=14.1, Synergy_Loewe=6.74, Synergy_HSA=11.8. (8) Drug 1: CC(C)NC(=O)C1=CC=C(C=C1)CNNC.Cl. Drug 2: CC1=C(C(=O)C2=C(C1=O)N3CC4C(C3(C2COC(=O)N)OC)N4)N. Cell line: MALME-3M. Synergy scores: CSS=5.84, Synergy_ZIP=-3.38, Synergy_Bliss=-4.16, Synergy_Loewe=-12.1, Synergy_HSA=-2.53. (9) Drug 1: CC1=C(N=C(N=C1N)C(CC(=O)N)NCC(C(=O)N)N)C(=O)NC(C(C2=CN=CN2)OC3C(C(C(C(O3)CO)O)O)OC4C(C(C(C(O4)CO)O)OC(=O)N)O)C(=O)NC(C)C(C(C)C(=O)NC(C(C)O)C(=O)NCCC5=NC(=CS5)C6=NC(=CS6)C(=O)NCCC[S+](C)C)O. Drug 2: CC1=C(C(=O)C2=C(C1=O)N3CC4C(C3(C2COC(=O)N)OC)N4)N. Cell line: M14. Synergy scores: CSS=52.9, Synergy_ZIP=-8.60, Synergy_Bliss=-6.62, Synergy_Loewe=-1.63, Synergy_HSA=-0.420. (10) Drug 1: C1=NC2=C(N1)C(=S)N=C(N2)N. Drug 2: CC1C(C(CC(O1)OC2CC(CC3=C2C(=C4C(=C3O)C(=O)C5=CC=CC=C5C4=O)O)(C(=O)C)O)N)O. Cell line: SR. Synergy scores: CSS=39.6, Synergy_ZIP=-16.9, Synergy_Bliss=-33.6, Synergy_Loewe=-32.4, Synergy_HSA=-30.6.